From a dataset of HIV replication inhibition screening data with 41,000+ compounds from the AIDS Antiviral Screen. Binary Classification. Given a drug SMILES string, predict its activity (active/inactive) in a high-throughput screening assay against a specified biological target. The compound is C=C1C(C2(C)C=CC(=O)OC3(C)COC(=O)CC32)C(OC=O)C(OC(=O)C(O)C(C)CC)C2(C)C(c3ccoc3)CC(OC(C)=O)C12O. The result is 0 (inactive).